From a dataset of Forward reaction prediction with 1.9M reactions from USPTO patents (1976-2016). Predict the product of the given reaction. (1) Given the reactants [C:1](Cl)(=[O:9])[O:2][C:3]1[CH:8]=[CH:7][CH:6]=[CH:5][CH:4]=1.N1C=CC=CC=1.[CH3:17][N:18]1[CH:22]=[C:21]([NH2:23])[CH:20]=[N:19]1, predict the reaction product. The product is: [CH3:17][N:18]1[CH:22]=[C:21]([NH:23][C:1](=[O:9])[O:2][C:3]2[CH:8]=[CH:7][CH:6]=[CH:5][CH:4]=2)[CH:20]=[N:19]1. (2) Given the reactants [Cl:1][C:2]1[N:7]=[CH:6][C:5]([OH:8])=[CH:4][CH:3]=1.[Br:9][C:10]1[CH:11]=[N:12][C:13](Cl)=[N:14][CH:15]=1, predict the reaction product. The product is: [Br:9][C:10]1[CH:11]=[N:12][C:13]([O:8][C:5]2[CH:6]=[N:7][C:2]([Cl:1])=[CH:3][CH:4]=2)=[N:14][CH:15]=1. (3) Given the reactants [F:1][CH:2]([F:37])[C:3]1[N:7]([C:8]2[N:13]=[C:12]([N:14]3[CH2:19][CH2:18][O:17][CH2:16][CH2:15]3)[N:11]=[C:10]([N:20]3[CH2:25][CH2:24][N:23]([S:26]([CH:29]=[CH2:30])(=[O:28])=[O:27])[CH2:22][CH2:21]3)[N:9]=2)[C:6]2[CH:31]=[CH:32][CH:33]=[C:34]([O:35][CH3:36])[C:5]=2[N:4]=1.[NH:38]1[CH2:43][CH2:42][CH2:41][CH2:40][CH2:39]1.O1CCOCC1, predict the reaction product. The product is: [F:37][CH:2]([F:1])[C:3]1[N:7]([C:8]2[N:13]=[C:12]([N:14]3[CH2:15][CH2:16][O:17][CH2:18][CH2:19]3)[N:11]=[C:10]([N:20]3[CH2:21][CH2:22][N:23]([S:26]([CH2:29][CH2:30][N:38]4[CH2:43][CH2:42][CH2:41][CH2:40][CH2:39]4)(=[O:28])=[O:27])[CH2:24][CH2:25]3)[N:9]=2)[C:6]2[CH:31]=[CH:32][CH:33]=[C:34]([O:35][CH3:36])[C:5]=2[N:4]=1. (4) Given the reactants [NH2:1][C:2]1[NH:6][NH:5][C:4](=[O:7])[CH:3]=1.[Br:8][C:9]1[CH:10]=[C:11]([CH:14]=[CH:15][C:16]=1[F:17])[CH:12]=O.[C:18]1(=O)[CH2:22][CH2:21][C:20](=[O:23])[CH2:19]1, predict the reaction product. The product is: [Br:8][C:9]1[CH:10]=[C:11]([CH:12]2[C:3]3[C:4](=[O:7])[NH:5][NH:6][C:2]=3[NH:1][C:18]3[CH2:22][CH2:21][C:20](=[O:23])[C:19]2=3)[CH:14]=[CH:15][C:16]=1[F:17]. (5) Given the reactants [CH2:1]([O:3][C:4]([N:6]1[C:15]2[C:10](=[N:11][C:12]([O:16][CH3:17])=[CH:13][CH:14]=2)[C@@H:9]([NH2:18])[CH2:8][C@H:7]1[CH2:19][CH3:20])=[O:5])[CH3:2].[Br:21][C:22]1[CH:23]=[N:24][C:25](Cl)=[N:26][CH:27]=1.C(=O)([O-])O.[Na+].C(OCC)(=O)C, predict the reaction product. The product is: [CH2:1]([O:3][C:4]([N:6]1[C:15]2[C:10](=[N:11][C:12]([O:16][CH3:17])=[CH:13][CH:14]=2)[C@@H:9]([NH:18][C:25]2[N:26]=[CH:27][C:22]([Br:21])=[CH:23][N:24]=2)[CH2:8][C@H:7]1[CH2:19][CH3:20])=[O:5])[CH3:2].